Task: Predict the reaction yield, written as a fraction of the theoretical maximum amount of product (1.0 means a 100% yield; for example, 0.34 means a 34% yield).. Dataset: Reaction yield outcomes from USPTO patents with 853,638 reactions (1) The reactants are [Br:1][C:2]1[CH:8]=[CH:7][C:5]([NH2:6])=[CH:4][CH:3]=1.Cl.[N:10]([O-])=O.[Na+].NC1C=CC=CC=1.S([O-])([O-])=O.[NH4+].[NH4+]. The catalyst is O. The product is [Br:1][C:2]1[CH:8]=[CH:7][C:5]([NH:6][NH2:10])=[CH:4][CH:3]=1. The yield is 0.670. (2) The reactants are [F:1][C:2]1[CH:3]=[C:4]([CH:19]=[CH:20][C:21]=1[F:22])[CH2:5][NH:6][C:7]([C:9]1[CH:14]=[C:13]([CH:15]=[N:16][OH:17])[N:12]=[C:11]([CH3:18])[N:10]=1)=[O:8].[CH3:23][N:24]1[CH:29]=[C:28]([CH:30]=[CH2:31])[CH:27]=[CH:26][C:25]1=[O:32].Cl[O-].[Na+]. The catalyst is C(Cl)Cl.O. The product is [F:1][C:2]1[CH:3]=[C:4]([CH:19]=[CH:20][C:21]=1[F:22])[CH2:5][NH:6][C:7]([C:9]1[CH:14]=[C:13]([C:15]2[CH2:31][CH:30]([C:28]3[CH:27]=[CH:26][C:25](=[O:32])[N:24]([CH3:23])[CH:29]=3)[O:17][N:16]=2)[N:12]=[C:11]([CH3:18])[N:10]=1)=[O:8]. The yield is 0.154. (3) The reactants are [C:1]([N:8]1[CH2:13][CH2:12][C:11](=O)[CH2:10][CH2:9]1)([O:3][C:4]([CH3:7])([CH3:6])[CH3:5])=[O:2].[NH2:15][C:16]1[CH:21]=[CH:20][CH:19]=[CH:18][CH:17]=1.C(O)(=O)C.C(O[BH-](OC(=O)C)OC(=O)C)(=O)C.[Na+]. The catalyst is ClC(Cl)C.O. The product is [C:16]1([NH:15][CH:11]2[CH2:12][CH2:13][N:8]([C:1]([O:3][C:4]([CH3:7])([CH3:6])[CH3:5])=[O:2])[CH2:9][CH2:10]2)[CH:21]=[CH:20][CH:19]=[CH:18][CH:17]=1. The yield is 0.450. (4) The reactants are C(OC(=O)[NH:7][CH2:8][CH2:9][C:10]1[CH:15]=[CH:14][C:13]([O:16][C:17]2[CH:22]=[CH:21][C:20]([C:23]([F:26])([F:25])[F:24])=[C:19]([Cl:27])[CH:18]=2)=[CH:12][CH:11]=1)(C)(C)C.C(O)(C(F)(F)F)=O. The catalyst is ClCCl.C([O-])(O)=O.[Na+]. The product is [Cl:27][C:19]1[CH:18]=[C:17]([CH:22]=[CH:21][C:20]=1[C:23]([F:24])([F:25])[F:26])[O:16][C:13]1[CH:14]=[CH:15][C:10]([CH2:9][CH2:8][NH2:7])=[CH:11][CH:12]=1. The yield is 0.720. (5) The reactants are [CH2:1]([O:5][C:6]1[CH:11]=[CH:10][N:9]=[C:8]([C:12](OC)=[O:13])[CH:7]=1)[CH2:2][CH2:3][CH3:4].[BH4-].[Na+]. The catalyst is CO. The product is [CH2:1]([O:5][C:6]1[CH:11]=[CH:10][N:9]=[C:8]([CH2:12][OH:13])[CH:7]=1)[CH2:2][CH2:3][CH3:4]. The yield is 0.840. (6) The reactants are [C:1]([C:5]1[NH:9][C:8]([C:10]2[CH:11]=[C:12]([Cl:24])[C:13]([NH:16][C:17]3[CH:22]=[CH:21][C:20]([Cl:23])=[CH:19][CH:18]=3)=[N:14][CH:15]=2)=[N:7][CH:6]=1)([CH3:4])([CH3:3])[CH3:2].[H-].[Na+].I[CH3:28]. The catalyst is CN(C=O)C.O. The product is [C:1]([C:5]1[N:9]=[C:8]([C:10]2[CH:11]=[C:12]([Cl:24])[C:13]([NH:16][C:17]3[CH:18]=[CH:19][C:20]([Cl:23])=[CH:21][CH:22]=3)=[N:14][CH:15]=2)[N:7]([CH3:28])[CH:6]=1)([CH3:4])([CH3:2])[CH3:3]. The yield is 0.0900. (7) The reactants are [CH2:1]([O:3][C:4]([C@@:6]1([NH:11][C:12]([C@@H:14]2[CH2:18][C@@H:17]([OH:19])[CH2:16][N:15]2[C:20]([O:22][C:23]([CH3:26])([CH3:25])[CH3:24])=[O:21])=[O:13])[CH2:8][C@H:7]1[CH:9]=[CH2:10])=[O:5])[CH3:2].C(N(C(C)C)CC)(C)C.[N+:36]([C:39]1[CH:47]=[CH:46][C:42]([C:43](Cl)=[O:44])=[CH:41][CH:40]=1)([O-:38])=[O:37]. The catalyst is CN(C)C1C=CN=CC=1.CCOC(C)=O. The product is [CH2:1]([O:3][C:4]([C@@:6]1([NH:11][C:12]([C@@H:14]2[CH2:18][C@@H:17]([O:19][C:43](=[O:44])[C:42]3[CH:41]=[CH:40][C:39]([N+:36]([O-:38])=[O:37])=[CH:47][CH:46]=3)[CH2:16][N:15]2[C:20]([O:22][C:23]([CH3:25])([CH3:24])[CH3:26])=[O:21])=[O:13])[CH2:8][C@H:7]1[CH:9]=[CH2:10])=[O:5])[CH3:2]. The yield is 0.990. (8) The reactants are [N:1]1([CH2:7][CH:8]([N:11]2[CH:15]=[C:14]([C:16]3[C:17]4[CH:24]=[CH:23][N:22](COCC[Si](C)(C)C)[C:18]=4[N:19]=[CH:20][N:21]=3)[CH:13]=[N:12]2)[CH2:9][CH3:10])[CH2:6][CH2:5][NH:4][CH2:3][CH2:2]1.[C:33](Cl)(=[O:40])[C:34]1[CH:39]=[CH:38][CH:37]=[CH:36][CH:35]=1.ClCCl.C(O)(C(F)(F)[F:48])=O. The catalyst is CO. The product is [N:19]1[C:18]2[NH:22][CH:23]=[CH:24][C:17]=2[C:16]([C:14]2[CH:13]=[N:12][N:11]([CH:8]([CH2:9][CH3:10])[CH2:7][N:1]3[CH2:6][CH2:5][N:4]([C:33]([C:34]4[CH:39]=[CH:38][C:37]([F:48])=[CH:36][CH:35]=4)=[O:40])[CH2:3][CH2:2]3)[CH:15]=2)=[N:21][CH:20]=1. The yield is 0.520. (9) The reactants are Br[CH2:2][CH2:3][CH2:4][N:5]1[C:9]2[CH:10]=[CH:11][CH:12]=[CH:13][C:8]=2[N:7]([C:14]2[CH:19]=[CH:18][C:17]([F:20])=[C:16]([F:21])[C:15]=2[F:22])[S:6]1(=[O:24])=[O:23].C(O)C.[CH3:28][NH2:29]. No catalyst specified. The product is [O:23]=[S:6]1(=[O:24])[N:5]([CH2:4][CH2:3][CH2:2][NH:29][CH3:28])[C:9]2[CH:10]=[CH:11][CH:12]=[CH:13][C:8]=2[N:7]1[C:14]1[CH:19]=[CH:18][C:17]([F:20])=[C:16]([F:21])[C:15]=1[F:22]. The yield is 0.880. (10) The reactants are [CH:1]([O:4][C:5]([N:7]1[CH:12]([CH2:13][CH3:14])[CH2:11][CH:10]([N:15]([CH2:21][C:22]2[CH:27]=[C:26]([C:28]([F:31])([F:30])[F:29])[CH:25]=[C:24]([C:32]([F:35])([F:34])[F:33])[CH:23]=2)[C:16]2N=N[NH:19][N:20]=2)[CH2:9][CH:8]1[CH2:36][CH3:37])=[O:6])([CH3:3])[CH3:2].[C:38](OC(=O)C)(=[O:40])[CH3:39]. The catalyst is C(#N)C. The product is [CH:1]([O:4][C:5]([N:7]1[CH:12]([CH2:13][CH3:14])[CH2:11][CH:10]([N:15]([CH2:21][C:22]2[CH:27]=[C:26]([C:28]([F:31])([F:30])[F:29])[CH:25]=[C:24]([C:32]([F:33])([F:35])[F:34])[CH:23]=2)[C:16]2[O:40][C:38]([CH3:39])=[N:19][N:20]=2)[CH2:9][CH:8]1[CH2:36][CH3:37])=[O:6])([CH3:3])[CH3:2]. The yield is 0.360.